This data is from Full USPTO retrosynthesis dataset with 1.9M reactions from patents (1976-2016). The task is: Predict the reactants needed to synthesize the given product. (1) Given the product [CH3:31][C:32]1[O:1][C:2]2[C:3]([C:9](=[O:30])[CH:10]=1)=[CH:4][CH:5]=[CH:6][C:7]=2[CH3:8], predict the reactants needed to synthesize it. The reactants are: [OH:1][C:2]1[C:7]([CH3:8])=[CH:6][CH:5]=[CH:4][C:3]=1[C:9](=[O:30])[CH:10]=P(C1C=CC=CC=1)(C1C=CC=CC=1)C1C=CC=CC=1.[C:31](OC(=O)C)(=O)[CH3:32].N1C=CC=CC=1. (2) Given the product [Cl:12][C:4]1[N:3]=[C:2]([CH3:14])[C:11]2[C:6]([CH:5]=1)=[CH:7][CH:8]=[CH:9][CH:10]=2, predict the reactants needed to synthesize it. The reactants are: Cl[C:2]1[C:11]2[C:6](=[CH:7][CH:8]=[CH:9][CH:10]=2)[CH:5]=[C:4]([Cl:12])[N:3]=1.[Cl-].[CH3:14][Zn+]. (3) Given the product [N:1]1([C:6]([NH2:8])=[O:7])[CH2:5][CH2:4][CH2:3][CH2:2]1.[NH2:9][C:10]1([C:16]([OH:18])=[O:17])[CH2:15][CH2:14][N:13]([CH2:14][CH2:15][C:10]2[CH:11]=[CH:12][C:4]([C:5]3[CH:4]=[CH:3][CH:2]=[C:6]([NH2:8])[N:1]=3)=[CH:3][CH:2]=2)[CH2:12][CH2:11]1, predict the reactants needed to synthesize it. The reactants are: [N:1]1([C:6]([NH2:8])=[O:7])[CH2:5][CH2:4][CH2:3][CH2:2]1.[NH2:9][C:10]1([C:16]([OH:18])=[O:17])[CH2:15][CH2:14][NH:13][CH2:12][CH2:11]1.[2H]C(Cl)(Cl)Cl.CO[2H]. (4) Given the product [CH3:6][C@H:5]([NH:7][C:8](=[O:14])[O:9][C:10]([CH3:11])([CH3:12])[CH3:13])[C:4](=[O:15])[CH3:17], predict the reactants needed to synthesize it. The reactants are: CON(C)[C:4](=[O:15])[C@@H:5]([NH:7][C:8](=[O:14])[O:9][C:10]([CH3:13])([CH3:12])[CH3:11])[CH3:6].[CH3:17][Mg]Br.O.